This data is from Full USPTO retrosynthesis dataset with 1.9M reactions from patents (1976-2016). The task is: Predict the reactants needed to synthesize the given product. (1) Given the product [CH2:1]([C@H:8]1[C:16]2[C:11](=[CH:12][C:13]([F:30])=[C:14]([O:17][CH2:18][CH2:19][NH:20][S:21]([C:24]3[N:25]=[CH:26][N:27]([CH3:29])[CH:28]=3)(=[O:23])=[O:22])[CH:15]=2)[CH2:10][C@H:9]1[NH:31][CH3:32])[C:2]1[CH:7]=[CH:6][CH:5]=[CH:4][CH:3]=1, predict the reactants needed to synthesize it. The reactants are: [CH2:1]([C@@H:8]1[C:16]2[C:11](=[CH:12][C:13]([F:30])=[C:14]([O:17][CH2:18][CH2:19][NH:20][S:21]([C:24]3[N:25]=[CH:26][N:27]([CH3:29])[CH:28]=3)(=[O:23])=[O:22])[CH:15]=2)[CH2:10][C@@H:9]1[NH:31][C:32](=O)OCC)[C:2]1[CH:7]=[CH:6][CH:5]=[CH:4][CH:3]=1.[H-].[Al+3].[Li+].[H-].[H-].[H-].[OH-].[K+].O. (2) The reactants are: [CH:1]1[CH:6]=[CH:5][C:4]([CH2:7][N:8]2[C:17](O)([C:18]3[CH:23]=[CH:22][C:21]([Cl:24])=[CH:20][CH:19]=3)[C:16]3[C:11](=[CH:12][CH:13]=[CH:14][CH:15]=3)[C:9]2=[O:10])=[CH:3][CH:2]=1.S(Cl)([Cl:28])=O. Given the product [Cl:28][C:17]1([C:18]2[CH:19]=[CH:20][C:21]([Cl:24])=[CH:22][CH:23]=2)[C:16]2[C:11](=[CH:12][CH:13]=[CH:14][CH:15]=2)[C:9](=[O:10])[N:8]1[CH2:7][C:4]1[CH:3]=[CH:2][CH:1]=[CH:6][CH:5]=1, predict the reactants needed to synthesize it. (3) Given the product [C:1]([N:9]1[CH2:14][CH2:13][CH2:12][C:11]([CH2:21][CH2:22][CH2:23][C:24]2[CH:29]=[CH:28][CH:27]=[CH:26][CH:25]=2)([C:15]([O:17][CH2:18][CH3:19])=[O:16])[CH2:10]1)(=[O:8])[C:2]1[CH:3]=[CH:4][CH:5]=[CH:6][CH:7]=1, predict the reactants needed to synthesize it. The reactants are: [C:1]([N:9]1[CH2:14][CH2:13][CH2:12][CH:11]([C:15]([O:17][CH2:18][CH3:19])=[O:16])[CH2:10]1)(=[O:8])[C:2]1[CH:7]=[CH:6][CH:5]=[CH:4][CH:3]=1.Br[CH2:21][CH2:22][CH2:23][C:24]1[CH:29]=[CH:28][CH:27]=[CH:26][CH:25]=1. (4) Given the product [CH:1]1([C:4]2[CH:12]=[C:11]([C:13]([F:16])([F:15])[F:14])[CH:10]=[CH:9][C:5]=2[C:6]([NH:63][CH:58]2[CH:57]([N:52]3[CH2:53][CH2:54][CH2:55][CH2:56]3)[CH2:62][CH2:61][O:60][CH2:59]2)=[O:8])[CH2:2][CH2:3]1, predict the reactants needed to synthesize it. The reactants are: [CH:1]1([C:4]2[CH:12]=[C:11]([C:13]([F:16])([F:15])[F:14])[CH:10]=[CH:9][C:5]=2[C:6]([OH:8])=O)[CH2:3][CH2:2]1.C(N(CC)C(C)C)(C)C.F[P-](F)(F)(F)(F)F.N1(OC(N(C)C)=[N+](C)C)C2N=CC=CC=2N=N1.Cl.Cl.[N:52]1([CH:57]2[CH2:62][CH2:61][O:60][CH2:59][CH:58]2[NH2:63])[CH2:56][CH2:55][CH2:54][CH2:53]1.